From a dataset of hERG Central: cardiac toxicity at 1µM, 10µM, and general inhibition. Predict hERG channel inhibition at various concentrations. (1) The drug is CCc1noc(C)c1C(=O)Nc1nc(-c2cccs2)cs1. Results: hERG_inhib (hERG inhibition (general)): blocker. (2) The drug is COc1ccccc1N1CCN(CC(C)N(C(=O)C2CCCCC2)c2ccccn2)CC1. Results: hERG_inhib (hERG inhibition (general)): blocker. (3) The molecule is CC(C)Oc1ccc(OCCCN2CCCCCC2)cc1.O=C(O)C(=O)O. Results: hERG_inhib (hERG inhibition (general)): blocker. (4) The molecule is CCOC(=O)CSc1nc2ccccc2c(=O)n1CC1CCCC1. Results: hERG_inhib (hERG inhibition (general)): blocker. (5) The drug is C/C(=N/NC(=O)CN1CCN(S(=O)(=O)c2ccc(Br)cc2)CC1)c1ccco1. Results: hERG_inhib (hERG inhibition (general)): blocker. (6) The compound is O=C(c1cccc([N+](=O)[O-])c1)N1CCN(c2cccc(Cl)c2)CC1. Results: hERG_inhib (hERG inhibition (general)): blocker. (7) The molecule is O=C(Nc1ccc(N2CCN(C(=O)c3ccccc3)CC2)c(Cl)c1)c1ccc(Br)o1. Results: hERG_inhib (hERG inhibition (general)): blocker. (8) The molecule is Cc1ccc(-n2c(-c3ccccc3)c[n+]3c2CCC3)cc1.[Br-]. Results: hERG_inhib (hERG inhibition (general)): blocker.